From a dataset of Forward reaction prediction with 1.9M reactions from USPTO patents (1976-2016). Predict the product of the given reaction. (1) Given the reactants [O:1]=[C:2]1[NH:6][C:5]([C:10]2[CH:15]=[CH:14][CH:13]=[CH:12][CH:11]=2)([CH2:7][CH2:8][CH3:9])[C:4](=[O:16])[N:3]1[CH2:17][C:18]([C:20]1[CH:25]=[CH:24][C:23]([NH:26]C(=O)C)=[CH:22][C:21]=1[F:30])=[O:19].Cl, predict the reaction product. The product is: [NH2:26][C:23]1[CH:24]=[CH:25][C:20]([C:18](=[O:19])[CH2:17][N:3]2[C:4](=[O:16])[C:5]([C:10]3[CH:11]=[CH:12][CH:13]=[CH:14][CH:15]=3)([CH2:7][CH2:8][CH3:9])[NH:6][C:2]2=[O:1])=[C:21]([F:30])[CH:22]=1. (2) The product is: [CH2:18]([O:17][C:15](=[O:16])[CH2:14][N:7]1[C:8]2[C:4](=[CH:3][C:2]([Br:1])=[CH:10][CH:9]=2)[CH:5]=[CH:6]1)[CH3:19]. Given the reactants [Br:1][C:2]1[CH:3]=[C:4]2[C:8](=[CH:9][CH:10]=1)[NH:7][CH:6]=[CH:5]2.[H-].[Na+].Br[CH2:14][C:15]([O:17][CH2:18][CH3:19])=[O:16], predict the reaction product. (3) Given the reactants [CH3:1][C:2]1[CH:7]=[CH:6][C:5]([C:8]2[C:17]([C:18]3[CH:23]=[CH:22][C:21]([CH3:24])=[CH:20][CH:19]=3)=[N:16][C:15]3[C:10](=[CH:11][CH:12]=[CH:13][C:14]=3[N+:25]([O-])=O)[N:9]=2)=[CH:4][CH:3]=1, predict the reaction product. The product is: [CH3:1][C:2]1[CH:3]=[CH:4][C:5]([C:8]2[C:17]([C:18]3[CH:19]=[CH:20][C:21]([CH3:24])=[CH:22][CH:23]=3)=[N:16][C:15]3[C:10](=[CH:11][CH:12]=[CH:13][C:14]=3[NH2:25])[N:9]=2)=[CH:6][CH:7]=1.